This data is from Retrosynthesis with 50K atom-mapped reactions and 10 reaction types from USPTO. The task is: Predict the reactants needed to synthesize the given product. (1) Given the product CCOc1cc(C(C)(C)C)ccc1C1=N[C@@](C)(c2ccc(Cl)cc2)[C@@](C)(c2ccc(Cl)cc2)N1C(=O)CCc1ccccc1, predict the reactants needed to synthesize it. The reactants are: CCOc1cc(C(C)(C)C)ccc1C1=NC(C)(c2ccc(Cl)cc2)C(C)(c2ccc(Cl)cc2)N1.O=C(Cl)CCc1ccccc1. (2) Given the product OCCCc1ccc2c(c1)CCO2, predict the reactants needed to synthesize it. The reactants are: O=C(O)CCc1ccc2c(c1)CCO2.